From a dataset of Forward reaction prediction with 1.9M reactions from USPTO patents (1976-2016). Predict the product of the given reaction. (1) Given the reactants [O:1]([C:8]1[S:12][C:11]([CH:13]=[O:14])=[CH:10][CH:9]=1)[C:2]1[CH:7]=[CH:6][CH:5]=[CH:4][CH:3]=1.[O-:15]Cl=O.[Na+].[OH-].[Na+], predict the reaction product. The product is: [O:1]([C:8]1[S:12][C:11]([C:13]([OH:15])=[O:14])=[CH:10][CH:9]=1)[C:2]1[CH:3]=[CH:4][CH:5]=[CH:6][CH:7]=1. (2) The product is: [CH:23]([N:26]1[CH2:30][CH2:29][C@H:28]([CH2:31][N:32]([CH3:33])[C:18]([C:12]2[S:13][C:14]3[CH2:15][CH2:16][O:17][C:8]4[CH:7]=[C:6]([C:4]5[CH:3]=[N:2][NH:1][CH:5]=5)[CH:22]=[CH:21][C:9]=4[C:10]=3[N:11]=2)=[O:20])[CH2:27]1)([CH3:25])[CH3:24]. Given the reactants [NH:1]1[CH:5]=[C:4]([C:6]2[CH:22]=[CH:21][C:9]3[C:10]4[N:11]=[C:12]([C:18]([OH:20])=O)[S:13][C:14]=4[CH2:15][CH2:16][O:17][C:8]=3[CH:7]=2)[CH:3]=[N:2]1.[CH:23]([N:26]1[CH2:30][CH2:29][C@@H:28]([CH2:31][NH:32][CH3:33])[CH2:27]1)([CH3:25])[CH3:24], predict the reaction product.